From a dataset of Catalyst prediction with 721,799 reactions and 888 catalyst types from USPTO. Predict which catalyst facilitates the given reaction. (1) Reactant: [F:1][C:2]1[CH:3]=[C:4]([CH:30]=[C:31]([F:33])[CH:32]=1)[CH2:5][C@H:6]([NH:22][C:23](=[O:29])[CH2:24][CH2:25][C:26]([OH:28])=[O:27])[C@H:7]([OH:21])[CH2:8][NH:9][C:10]1([C:13]2[CH:18]=[CH:17][CH:16]=[C:15]([CH2:19][CH3:20])[CH:14]=2)[CH2:12][CH2:11]1.[CH2:34](Cl)[CH2:35]Cl.[CH:38]1[CH:39]=C[C:41]2[N:46](O)N=[N:44][C:42]=2[CH:43]=1. Product: [N:46]12[CH2:35][CH2:34][CH:43]([CH2:38][CH2:39]1)[C@H:42]([NH:44][C:26](=[O:28])[CH2:25][CH2:24][C:23]([NH:22][C@@H:6]([CH2:5][C:4]1[CH:30]=[C:31]([F:33])[CH:32]=[C:2]([F:1])[CH:3]=1)[C@H:7]([OH:21])[CH2:8][NH:9][C:10]1([C:13]3[CH:18]=[CH:17][CH:16]=[C:15]([CH2:19][CH3:20])[CH:14]=3)[CH2:12][CH2:11]1)=[O:29])[CH2:41]2.[CH:26]([OH:28])=[O:27]. The catalyst class is: 3. (2) The catalyst class is: 21. Reactant: OO.[CH:3]([OH:5])=O.[Br:6][C:7]1[CH:12]=[CH:11][C:10]([C:13]2C[CH2:16][CH2:15][CH:14]=2)=[CH:9][CH:8]=1. Product: [Br:6][C:7]1[CH:12]=[CH:11][C:10]([CH:13]2[CH2:14][CH2:15][CH2:16][C:3]2=[O:5])=[CH:9][CH:8]=1.